Dataset: Full USPTO retrosynthesis dataset with 1.9M reactions from patents (1976-2016). Task: Predict the reactants needed to synthesize the given product. (1) The reactants are: [NH2:1][CH:2]([C:4]1[N:9]=[N:8][C:7]([NH:10][C:11]2[CH:16]=[C:15]([O:17][CH3:18])[C:14]([O:19][CH3:20])=[C:13]([O:21][CH3:22])[CH:12]=2)=[N:6][CH:5]=1)[CH3:3].C(N(CC)CC)C.[C:30]([C:32]1[CH:33]=[C:34]([CH:38]=[CH:39][CH:40]=1)[C:35](Cl)=[O:36])#[N:31]. Given the product [C:30]([C:32]1[CH:33]=[C:34]([CH:38]=[CH:39][CH:40]=1)[C:35]([NH:1][CH:2]([C:4]1[N:9]=[N:8][C:7]([NH:10][C:11]2[CH:12]=[C:13]([O:21][CH3:22])[C:14]([O:19][CH3:20])=[C:15]([O:17][CH3:18])[CH:16]=2)=[N:6][CH:5]=1)[CH3:3])=[O:36])#[N:31], predict the reactants needed to synthesize it. (2) Given the product [Br:10][C:8]1[N:9]=[C:4]2[S:3][C:2]([S:19][CH2:20][C:21]([O:23][CH2:24][CH3:25])=[O:22])=[N:11][C:5]2=[N:6][CH:7]=1, predict the reactants needed to synthesize it. The reactants are: Br[C:2]1[S:3][C:4]2[C:5]([N:11]=1)=[N:6][CH:7]=[C:8]([Br:10])[N:9]=2.CCN(CC)CC.[SH:19][CH2:20][C:21]([O:23][CH2:24][CH3:25])=[O:22]. (3) Given the product [Si:19]([O:10][CH2:9][C@H:6]1[O:5][C@@H:4]([N:11]2[CH:18]=[CH:17][C:15]([NH2:16])=[N:14][C:12]2=[O:13])[C@H:3]([O:2][CH3:1])[C@@H:7]1[OH:8])([C:22]([CH3:25])([CH3:24])[CH3:23])([CH3:21])[CH3:20], predict the reactants needed to synthesize it. The reactants are: [CH3:1][O:2][C@@H:3]1[C@H:7]([OH:8])[C@@H:6]([CH2:9][OH:10])[O:5][C@H:4]1[N:11]1[CH:18]=[CH:17][C:15]([NH2:16])=[N:14][C:12]1=[O:13].[Si:19](Cl)([C:22]([CH3:25])([CH3:24])[CH3:23])([CH3:21])[CH3:20]. (4) Given the product [Cl:17][C:4]1[N:3]=[C:2]([N:21]2[CH2:22][CH2:23][O:24][C:19]([CH3:25])([CH3:18])[CH2:20]2)[C:14]2[N:13]=[C:12]3[N:7]([C:6]=2[N:5]=1)[CH2:8][CH2:9][O:10][C:11]3([CH3:16])[CH3:15], predict the reactants needed to synthesize it. The reactants are: Cl[C:2]1[C:14]2[N:13]=[C:12]3[N:7]([CH2:8][CH2:9][O:10][C:11]3([CH3:16])[CH3:15])[C:6]=2[N:5]=[C:4]([Cl:17])[N:3]=1.[CH3:18][C:19]1([CH3:25])[O:24][CH2:23][CH2:22][NH:21][CH2:20]1.C(N(CC)CC)C. (5) Given the product [OH:10][C:5]1[CH:6]=[CH:7][CH:8]=[CH:9][C:4]=1[C:3]1[C:17]2[C:16](=[O:21])[CH:15]([C:22]([O:24][CH2:25][CH3:26])=[O:23])[CH:14]([CH3:13])[CH2:19][C:18]=2[O:1][N:2]=1, predict the reactants needed to synthesize it. The reactants are: [OH:1][N:2]=[C:3](Cl)[C:4]1[CH:9]=[CH:8][CH:7]=[CH:6][C:5]=1[OH:10].[Na].[CH3:13][CH:14]1[CH2:19][C:18](=O)[CH2:17][C:16](=[O:21])[CH:15]1[C:22]([O:24][CH2:25][CH3:26])=[O:23]. (6) The reactants are: Cl[C:2]1[N:7]=[C:6]([O:8][CH2:9][C:10]2[CH:15]=[CH:14][CH:13]=[CH:12][C:11]=2[CH2:16][C:17]([O:19]C)=[O:18])[CH:5]=[CH:4][CH:3]=1.C[N:22]([CH:24]=O)C. Given the product [NH2:22][CH2:24][C:10]1[CH:11]=[C:12]([C:2]2[N:7]=[C:6]([O:8][CH2:9][C:10]3[CH:15]=[CH:14][CH:13]=[CH:12][C:11]=3[CH2:16][C:17]([OH:19])=[O:18])[CH:5]=[CH:4][CH:3]=2)[CH:13]=[CH:14][CH:15]=1, predict the reactants needed to synthesize it. (7) Given the product [CH3:15][C:14]1[CH:13]=[C:12]([CH3:16])[NH:11][C:10]=1[C:8]1[C:7]2[C:2](=[N:3][CH:4]=[CH:5][CH:6]=2)[NH:19][N:18]=1, predict the reactants needed to synthesize it. The reactants are: Cl[C:2]1[C:7]([C:8]([C:10]2[NH:11][C:12]([CH3:16])=[CH:13][C:14]=2[CH3:15])=O)=[CH:6][CH:5]=[CH:4][N:3]=1.O.[NH2:18][NH2:19]. (8) Given the product [CH3:39][C:26]1[CH:60]=[C:59]([OH:58])[C:61]2[N:9]3[C:4]([C:3]([C:16]4[C:17]([CH3:24])=[CH:18][C:19]([CH3:23])=[CH:20][C:21]=4[CH3:22])=[CH:2][CH:11]=[CH:10]3)=[CH:5][C:6]=2[N:44]=1, predict the reactants needed to synthesize it. The reactants are: N[C:2]1[C:3]([C:16]2[C:21]([CH3:22])=[CH:20][C:19]([CH3:23])=[CH:18][C:17]=2[CH3:24])=[C:4]2[N:9]([C:10]=1[C:11](OCC)=O)C=C[CH:6]=[CH:5]2.C[C:26]1([CH3:39])C2(CS(O)(=O)=O)C(CC1CC2)=O.C[Si]([N-:44][Si](C)(C)C)(C)C.[K+].C1(C)C=CC=CC=1.C[O:58][C:59](OC)([CH3:61])[CH3:60]. (9) Given the product [F:1][C:2]1[CH:3]=[CH:4][C:5]([N:8]2[C:11](=[O:12])[C@H:10]([S:13][CH2:14][CH:15]([C:17]3[CH:18]=[CH:19][C:20]([F:23])=[CH:21][CH:22]=3)[OH:16])[C@H:9]2[C:24]2[CH:25]=[CH:26][C:27]([O:28][CH2:29][C:39]([NH:40][CH2:41][C:42]([NH:78][C@@H:77]([C:79]([OH:81])=[O:80])[C:76]([CH3:88])([CH3:75])[C:82]3[CH:87]=[CH:86][CH:85]=[CH:84][CH:83]=3)=[O:43])=[O:53])=[CH:37][CH:38]=2)=[CH:6][CH:7]=1, predict the reactants needed to synthesize it. The reactants are: [F:1][C:2]1[CH:7]=[CH:6][C:5]([N:8]2[C:11](=[O:12])[C@H:10]([S:13][CH2:14][C:15]([C:17]3[CH:22]=[CH:21][C:20]([F:23])=[CH:19][CH:18]=3)=[O:16])[C@H:9]2[C:24]2[CH:38]=[CH:37][C:27]([O:28][CH2:29]C(NCC(O)=O)=O)=[CH:26][CH:25]=2)=[CH:4][CH:3]=1.[CH3:39][N:40]1CC[O:43][CH2:42][CH2:41]1.CN(C([O:53]N1N=NC2C=CC=CC1=2)=[N+](C)C)C.[B-](F)(F)(F)F.FC(F)(F)C(O)=O.[CH3:75][C:76]([CH3:88])([C:82]1[CH:87]=[CH:86][CH:85]=[CH:84][CH:83]=1)[C@H:77]([C:79]([OH:81])=[O:80])[NH2:78]. (10) Given the product [NH2:23][C@:19]1([CH2:20][OH:21])[CH2:25][CH2:26][C@H:17]([C:12]2[CH:11]=[CH:10][C:9]3[CH2:8][C@H:7]([CH2:6][CH2:5][CH2:4][O:3][CH2:1][CH3:2])[CH2:16][CH2:15][C:14]=3[CH:13]=2)[CH2:18]1, predict the reactants needed to synthesize it. The reactants are: [CH2:1]([O:3][CH2:4][CH2:5][CH2:6][C@@H:7]1[CH2:16][CH2:15][C:14]2[CH:13]=[C:12]([C@H:17]3[CH2:26][CH2:25][C@@:19]4([NH:23]C(=O)[O:21][CH2:20]4)[CH2:18]3)[CH:11]=[CH:10][C:9]=2[CH2:8]1)[CH3:2].[OH-].[Na+].